Predict the reaction yield, written as a fraction of the theoretical maximum amount of product (1.0 means a 100% yield; for example, 0.34 means a 34% yield). From a dataset of Reaction yield outcomes from USPTO patents with 853,638 reactions. The reactants are [Br:1][C:2]1[CH:7]=[CH:6][C:5]([C:8](=O)[CH2:9][CH2:10][C:11]([OH:13])=O)=[CH:4][CH:3]=1.[NH2:15][NH2:16].O. The catalyst is CCO. The product is [Br:1][C:2]1[CH:7]=[CH:6][C:5]([C:8]2[CH2:9][CH2:10][C:11](=[O:13])[NH:15][N:16]=2)=[CH:4][CH:3]=1. The yield is 0.980.